This data is from Full USPTO retrosynthesis dataset with 1.9M reactions from patents (1976-2016). The task is: Predict the reactants needed to synthesize the given product. Given the product [Cl:12][C:4]1[C:5]([O:8][CH:9]([CH3:11])[CH3:10])=[N:6][CH:7]=[C:2]([B:16]2[O:17][C:18]([CH3:20])([CH3:19])[C:14]([CH3:30])([CH3:13])[O:15]2)[CH:3]=1, predict the reactants needed to synthesize it. The reactants are: Br[C:2]1[CH:3]=[C:4]([Cl:12])[C:5]([O:8][CH:9]([CH3:11])[CH3:10])=[N:6][CH:7]=1.[CH3:13][C:14]1([CH3:30])[C:18]([CH3:20])([CH3:19])[O:17][B:16]([B:16]2[O:17][C:18]([CH3:20])([CH3:19])[C:14]([CH3:30])([CH3:13])[O:15]2)[O:15]1.C([O-])(=O)C.[K+].